This data is from Peptide-MHC class II binding affinity with 134,281 pairs from IEDB. The task is: Regression. Given a peptide amino acid sequence and an MHC pseudo amino acid sequence, predict their binding affinity value. This is MHC class II binding data. (1) The peptide sequence is TFYGSNPRGAAPDDH. The MHC is DRB3_0202 with pseudo-sequence DRB3_0202. The binding affinity (normalized) is 0.260. (2) The MHC is DRB1_0101 with pseudo-sequence DRB1_0101. The binding affinity (normalized) is 0.645. The peptide sequence is VDLAKSLRIAAKIYS. (3) The peptide sequence is EKKYFAATQFCPLAA. The MHC is DRB1_0701 with pseudo-sequence DRB1_0701. The binding affinity (normalized) is 0.684. (4) The peptide sequence is KQQVIAELYEKFFRI. The MHC is DRB1_0101 with pseudo-sequence DRB1_0101. The binding affinity (normalized) is 0.240. (5) The peptide sequence is IRQLERLLQAVVGAG. The MHC is HLA-DPA10201-DPB10501 with pseudo-sequence HLA-DPA10201-DPB10501. The binding affinity (normalized) is 0.671. (6) The peptide sequence is HLCGNHLVEAL. The MHC is HLA-DQA10102-DQB10604 with pseudo-sequence HLA-DQA10102-DQB10604. The binding affinity (normalized) is 0. (7) The binding affinity (normalized) is 0.175. The peptide sequence is YALFYKLDVVPIDNDNTSY. The MHC is HLA-DQA10301-DQB10302 with pseudo-sequence HLA-DQA10301-DQB10302.